This data is from Skin sensitization/reaction prediction data. The task is: Regression/Classification. Given a drug SMILES string, predict its toxicity properties. Task type varies by dataset: regression for continuous values (e.g., LD50, hERG inhibition percentage) or binary classification for toxic/non-toxic outcomes (e.g., AMES mutagenicity, cardiotoxicity, hepatotoxicity). Dataset: skin_reaction. The molecule is Cc1c2ccc(Nc3ccnc(Cl)n3)cc2nn1C. The result is 0 (no skin reaction).